This data is from Catalyst prediction with 721,799 reactions and 888 catalyst types from USPTO. The task is: Predict which catalyst facilitates the given reaction. (1) Reactant: N=[C:2]1[C:6]2([CH2:11][CH2:10][CH2:9][CH2:8][CH2:7]2)[N:5]([C:12]2[CH:17]=[CH:16][C:15]([CH3:18])=[CH:14][CH:13]=2)[C:4](=[S:19])[N:3]1[C:20]1[CH:27]=[CH:26][C:23]([C:24]#[N:25])=[C:22]([C:28]([F:31])([F:30])[F:29])[CH:21]=1.C[OH:33].O. Product: [O:33]=[C:2]1[C:6]2([CH2:11][CH2:10][CH2:9][CH2:8][CH2:7]2)[N:5]([C:12]2[CH:17]=[CH:16][C:15]([CH3:18])=[CH:14][CH:13]=2)[C:4](=[S:19])[N:3]1[C:20]1[CH:27]=[CH:26][C:23]([C:24]#[N:25])=[C:22]([C:28]([F:31])([F:30])[F:29])[CH:21]=1. The catalyst class is: 33. (2) Product: [Cl:1][C:2]1[CH:3]=[CH:4][C:5]([I:11])=[C:6]([CH:10]=1)[C:7]([Cl:14])=[O:8]. Reactant: [Cl:1][C:2]1[CH:3]=[CH:4][C:5]([I:11])=[C:6]([CH:10]=1)[C:7](O)=[O:8].O=S(Cl)[Cl:14]. The catalyst class is: 11.